From a dataset of Reaction yield outcomes from USPTO patents with 853,638 reactions. Predict the reaction yield, written as a fraction of the theoretical maximum amount of product (1.0 means a 100% yield; for example, 0.34 means a 34% yield). (1) The reactants are [NH2:1][C:2]1[CH:6]=[C:5]([CH3:7])[NH:4][N:3]=1.[CH3:8][CH2:9][O:10][C:11]([CH:13]([C:17](OCC)=[O:18])[C:14]([CH3:16])=O)=[O:12]. The catalyst is C(O)(=O)C. The product is [OH:18][C:17]1[N:3]2[NH:4][C:5]([CH3:7])=[CH:6][CH:2]2[N:1]=[C:14]([CH3:16])[C:13]=1[C:11]([O:10][CH2:9][CH3:8])=[O:12]. The yield is 0.950. (2) The reactants are [CH3:1][N:2]([CH3:20])[CH2:3][CH2:4][CH2:5][O:6][C:7]1[CH:12]=[CH:11][C:10]([NH2:13])=[CH:9][C:8]=1[C:14]1[N:15]([CH3:19])[N:16]=[CH:17][CH:18]=1.[CH3:21][O:22][C:23]1[CH:28]=[CH:27][C:26]([N:29]=[C:30]=[O:31])=[CH:25][CH:24]=1. The catalyst is C(Cl)Cl. The product is [CH3:20][N:2]([CH3:1])[CH2:3][CH2:4][CH2:5][O:6][C:7]1[CH:12]=[CH:11][C:10]([NH:13][C:30]([NH:29][C:26]2[CH:27]=[CH:28][C:23]([O:22][CH3:21])=[CH:24][CH:25]=2)=[O:31])=[CH:9][C:8]=1[C:14]1[N:15]([CH3:19])[N:16]=[CH:17][CH:18]=1. The yield is 0.900.